Task: Regression/Classification. Given a drug SMILES string, predict its toxicity properties. Task type varies by dataset: regression for continuous values (e.g., LD50, hERG inhibition percentage) or binary classification for toxic/non-toxic outcomes (e.g., AMES mutagenicity, cardiotoxicity, hepatotoxicity). Dataset: ld50_zhu.. Dataset: Acute oral toxicity (LD50) regression data from Zhu et al. The drug is COC(C)OC. The rat oral LD50 is 1.14, given as -log10 of the dose in mol/kg body weight (higher means more acutely toxic).